This data is from Reaction yield outcomes from USPTO patents with 853,638 reactions. The task is: Predict the reaction yield, written as a fraction of the theoretical maximum amount of product (1.0 means a 100% yield; for example, 0.34 means a 34% yield). (1) The reactants are [Br:1][C:2]1[CH:3]=[C:4]2[C:10]([C:11]([OH:13])=O)=[N:9][NH:8][C:5]2=[N:6][CH:7]=1.C1N=CN(C(N2C=NC=C2)=O)C=1.Cl.[CH3:27][NH:28][O:29][CH3:30]. The catalyst is CN(C=O)C. The product is [Br:1][C:2]1[CH:3]=[C:4]2[C:10]([C:11]([N:28]([O:29][CH3:30])[CH3:27])=[O:13])=[N:9][NH:8][C:5]2=[N:6][CH:7]=1. The yield is 0.920. (2) The reactants are CS(O[CH2:6][CH2:7][O:8][C:9]1[CH:14]=[CH:13][CH:12]=[C:11]([Br:15])[CH:10]=1)(=O)=O.[C:16]1(=[O:26])[NH:20][C:19](=[O:21])[C:18]2=[CH:22][CH:23]=[CH:24][CH:25]=[C:17]12.[K]. The catalyst is CN(C=O)C. The product is [Br:15][C:11]1[CH:10]=[C:9]([CH:14]=[CH:13][CH:12]=1)[O:8][CH2:7][CH2:6][N:20]1[C:19](=[O:21])[C:18]2=[CH:22][CH:23]=[CH:24][CH:25]=[C:17]2[C:16]1=[O:26]. The yield is 0.780. (3) The reactants are [C:1]([O:9][C@H:10]1[C@@H:15]([O:16][C:17](=[O:24])[C:18]2[CH:23]=[CH:22][CH:21]=[CH:20][CH:19]=2)[C@H:14]([O:25][C:26](=[O:33])[C:27]2[CH:32]=[CH:31][CH:30]=[CH:29][CH:28]=2)[C@@H:13]([CH2:34][O:35][C:36](=[O:43])[C:37]2[CH:42]=[CH:41][CH:40]=[CH:39][CH:38]=2)[O:12][C@@H:11]1[O:44][C@H:45]1[C@H:50]([O:51][C:52](=[O:59])[C:53]2[CH:58]=[CH:57][CH:56]=[CH:55][CH:54]=2)[C@@H:49]([CH2:60][O:61][C:62](=[O:69])[C:63]2[CH:68]=[CH:67][CH:66]=[CH:65][CH:64]=2)[O:48][C@H:47]([O:70][C@H:71]2[C@H:84]([O:85][C:86](=[O:93])[C:87]3[CH:92]=[CH:91][CH:90]=[CH:89][CH:88]=3)[C@@H:83]([CH2:94][O:95][C:96](=[O:103])[C:97]3[CH:102]=[CH:101][CH:100]=[CH:99][CH:98]=3)[O:82][C@H:73]([O:74]CC3C=CC=CC=3)[C@H:72]2[O:104][C:105](=[O:112])[C:106]2[CH:111]=[CH:110][CH:109]=[CH:108][CH:107]=2)[C@H:46]1[O:113][C:114](=[O:121])[C:115]1[CH:120]=[CH:119][CH:118]=[CH:117][CH:116]=1)(=[O:8])[C:2]1[CH:7]=[CH:6][CH:5]=[CH:4][CH:3]=1. The catalyst is CO.C(Cl)(Cl)Cl.[Pd]. The product is [C:1]([O:9][C@H:10]1[C@@H:15]([O:16][C:17](=[O:24])[C:18]2[CH:19]=[CH:20][CH:21]=[CH:22][CH:23]=2)[C@H:14]([O:25][C:26](=[O:33])[C:27]2[CH:32]=[CH:31][CH:30]=[CH:29][CH:28]=2)[C@@H:13]([CH2:34][O:35][C:36](=[O:43])[C:37]2[CH:38]=[CH:39][CH:40]=[CH:41][CH:42]=2)[O:12][C@@H:11]1[O:44][C@H:45]1[C@H:50]([O:51][C:52](=[O:59])[C:53]2[CH:58]=[CH:57][CH:56]=[CH:55][CH:54]=2)[C@@H:49]([CH2:60][O:61][C:62](=[O:69])[C:63]2[CH:68]=[CH:67][CH:66]=[CH:65][CH:64]=2)[O:48][C@H:47]([O:70][C@H:71]2[C@H:84]([O:85][C:86](=[O:93])[C:87]3[CH:88]=[CH:89][CH:90]=[CH:91][CH:92]=3)[C@@H:83]([CH2:94][O:95][C:96](=[O:103])[C:97]3[CH:102]=[CH:101][CH:100]=[CH:99][CH:98]=3)[O:82][CH:73]([OH:74])[C@H:72]2[O:104][C:105](=[O:112])[C:106]2[CH:107]=[CH:108][CH:109]=[CH:110][CH:111]=2)[C@H:46]1[O:113][C:114](=[O:121])[C:115]1[CH:120]=[CH:119][CH:118]=[CH:117][CH:116]=1)(=[O:8])[C:2]1[CH:3]=[CH:4][CH:5]=[CH:6][CH:7]=1. The yield is 0.930.